This data is from NCI-60 drug combinations with 297,098 pairs across 59 cell lines. The task is: Regression. Given two drug SMILES strings and cell line genomic features, predict the synergy score measuring deviation from expected non-interaction effect. Drug 1: CC1=C(C=C(C=C1)C(=O)NC2=CC(=CC(=C2)C(F)(F)F)N3C=C(N=C3)C)NC4=NC=CC(=N4)C5=CN=CC=C5. Drug 2: C1C(C(OC1N2C=NC3=C2NC=NCC3O)CO)O. Cell line: DU-145. Synergy scores: CSS=-13.9, Synergy_ZIP=3.46, Synergy_Bliss=-2.29, Synergy_Loewe=-7.71, Synergy_HSA=-8.69.